This data is from Reaction yield outcomes from USPTO patents with 853,638 reactions. The task is: Predict the reaction yield, written as a fraction of the theoretical maximum amount of product (1.0 means a 100% yield; for example, 0.34 means a 34% yield). (1) The reactants are C[O:2][C:3](=[O:28])[CH2:4][C:5](=[O:27])[CH2:6][C:7]([CH:22]1[CH2:26][CH2:25][CH2:24][CH2:23]1)(O)[CH2:8][CH2:9][C:10]#[C:11][C:12]1[CH:17]=[C:16]([CH3:18])[C:15]([OH:19])=[CH:14][C:13]=1[CH3:20].[OH-].[Na+]. No catalyst specified. The product is [CH:22]1([C:7]2([CH2:8][CH2:9][C:10]#[C:11][C:12]3[CH:17]=[C:16]([CH3:18])[C:15]([OH:19])=[CH:14][C:13]=3[CH3:20])[O:28][C:3](=[O:2])[CH2:4][C:5](=[O:27])[CH2:6]2)[CH2:23][CH2:24][CH2:25][CH2:26]1. The yield is 0.980. (2) The reactants are [O:1]1[CH:5]=[CH:4][CH:3]=[C:2]1[C:6]1[CH:7]=[C:8]([CH:32]=[CH:33][CH:34]=1)[C:9]([N:11]([CH2:15][C:16]1[CH:31]=[CH:30][CH:29]=[CH:28][C:17]=1[O:18][CH2:19][CH2:20][CH2:21][CH2:22][CH2:23][C:24]([O:26]C)=[O:25])[CH:12]([CH3:14])[CH3:13])=[O:10].O.[OH-].[Li+].Cl. The catalyst is C1COCC1.O.C(O)C. The product is [O:1]1[CH:5]=[CH:4][CH:3]=[C:2]1[C:6]1[CH:7]=[C:8]([CH:32]=[CH:33][CH:34]=1)[C:9]([N:11]([CH2:15][C:16]1[CH:31]=[CH:30][CH:29]=[CH:28][C:17]=1[O:18][CH2:19][CH2:20][CH2:21][CH2:22][CH2:23][C:24]([OH:26])=[O:25])[CH:12]([CH3:13])[CH3:14])=[O:10]. The yield is 0.478. (3) The reactants are [F:1][C:2]1[CH:3]=[C:4]2[C:10]([C:11]3[N:12]=[C:13](I)[C:14]4[C:19]([CH3:21])([CH3:20])[C:18](=[O:22])[NH:17][C:15]=4[N:16]=3)=[N:9][N:8]([CH2:24][C:25]3[CH:30]=[CH:29][CH:28]=[CH:27][C:26]=3[F:31])[C:5]2=[N:6][CH:7]=1.C(N(CC)C(C)C)(C)C.Cl.[F:42][C:43]1([F:49])[CH2:48][CH2:47][NH:46][CH2:45][CH2:44]1.O. The catalyst is CN1CCCC1=O. The product is [F:42][C:43]1([F:49])[CH2:48][CH2:47][N:46]([C:13]2[C:14]3[C:19]([CH3:21])([CH3:20])[C:18](=[O:22])[NH:17][C:15]=3[N:16]=[C:11]([C:10]3[C:4]4[C:5](=[N:6][CH:7]=[C:2]([F:1])[CH:3]=4)[N:8]([CH2:24][C:25]4[CH:30]=[CH:29][CH:28]=[CH:27][C:26]=4[F:31])[N:9]=3)[N:12]=2)[CH2:45][CH2:44]1. The yield is 0.640. (4) The reactants are [CH3:1][O:2][C:3]1[CH:4]=[C:5]2[C:10](=[CH:11][C:12]=1[O:13][CH3:14])[N:9]=[CH:8][CH:7]=[C:6]2[O:15][C:16]1[C:25]([F:26])=[CH:24][C:19]2[N:20]=[C:21]([NH2:23])[S:22][C:18]=2[CH:17]=1.CCN(CC)CC.[C:34]1([CH2:40][C:41](Cl)=[O:42])[CH:39]=[CH:38][CH:37]=[CH:36][CH:35]=1.C1COCC1. The catalyst is C(C#N)(C)=O. The product is [CH3:1][O:2][C:3]1[CH:4]=[C:5]2[C:10](=[CH:11][C:12]=1[O:13][CH3:14])[N:9]=[CH:8][CH:7]=[C:6]2[O:15][C:16]1[C:25]([F:26])=[CH:24][C:19]2[N:20]=[C:21]([NH:23][C:41](=[O:42])[CH2:40][C:34]3[CH:39]=[CH:38][CH:37]=[CH:36][CH:35]=3)[S:22][C:18]=2[CH:17]=1. The yield is 0.590. (5) The reactants are Cl[C:2]1[N:7]=[C:6]([C:8]2[N:12]3[CH:13]=[CH:14][CH:15]=[CH:16][C:11]3=[N:10][C:9]=2[C:17]2[CH:18]=[CH:19][C:20]([O:34][CH3:35])=[C:21]([CH:33]=2)[C:22]([NH:24][C:25]2[C:30]([F:31])=[CH:29][CH:28]=[CH:27][C:26]=2[F:32])=[O:23])[CH:5]=[CH:4][N:3]=1.[CH2:36]([O:38][C:39]1[CH:44]=[C:43]([N:45]2[CH2:50][CH2:49][N:48]([CH:51]([CH3:53])[CH3:52])[CH2:47][CH2:46]2)[CH:42]=[CH:41][C:40]=1[NH2:54])[CH3:37].Cl.O1CCOCC1.C[O-].[Na+]. The catalyst is FC(F)(F)CO.CO.C(Cl)Cl.CCCCCC. The product is [F:32][C:26]1[CH:27]=[CH:28][CH:29]=[C:30]([F:31])[C:25]=1[NH:24][C:22](=[O:23])[C:21]1[CH:33]=[C:17]([C:9]2[N:10]=[C:11]3[CH:16]=[CH:15][CH:14]=[CH:13][N:12]3[C:8]=2[C:6]2[CH:5]=[CH:4][N:3]=[C:2]([NH:54][C:40]3[CH:41]=[CH:42][C:43]([N:45]4[CH2:50][CH2:49][N:48]([CH:51]([CH3:52])[CH3:53])[CH2:47][CH2:46]4)=[CH:44][C:39]=3[O:38][CH2:36][CH3:37])[N:7]=2)[CH:18]=[CH:19][C:20]=1[O:34][CH3:35]. The yield is 0.600.